The task is: Regression. Given a peptide amino acid sequence and an MHC pseudo amino acid sequence, predict their binding affinity value. This is MHC class II binding data.. This data is from Peptide-MHC class II binding affinity with 134,281 pairs from IEDB. The peptide sequence is EKKYFAATQFENLAA. The MHC is HLA-DQA10401-DQB10402 with pseudo-sequence HLA-DQA10401-DQB10402. The binding affinity (normalized) is 0.450.